Dataset: Forward reaction prediction with 1.9M reactions from USPTO patents (1976-2016). Task: Predict the product of the given reaction. Given the reactants [C:1]1([C:31]2[CH:36]=[CH:35][CH:34]=[CH:33][CH:32]=2)[CH:6]=[CH:5][C:4]([CH2:7][N:8]2[C:12]3[CH:13]=[C:14]([F:19])[C:15](I)=[C:16]([F:17])[C:11]=3[N:10]=[C:9]2[O:20][CH:21]2[CH2:25][CH2:24][CH:23]([C:26]([O:28][CH2:29][CH3:30])=[O:27])[CH2:22]2)=[CH:3][CH:2]=1.B(O)(O)[C:38]1[CH:39]=[CH:40][C:41]([C:44]2[CH:45]=[CH:46][CH:47]=[CH:48][CH:49]=2)=[CH:42][CH:43]=1.C([O-])([O-])=O.[K+].[K+], predict the reaction product. The product is: [C:41]1([C:44]2[CH:49]=[CH:48][CH:47]=[CH:46][CH:45]=2)[CH:42]=[CH:43][C:38]([C:15]2[C:14]([F:19])=[CH:13][C:12]3[N:8]([CH2:7][C:4]4[CH:5]=[CH:6][C:1]([C:31]5[CH:36]=[CH:35][CH:34]=[CH:33][CH:32]=5)=[CH:2][CH:3]=4)[C:9]([O:20][CH:21]4[CH2:25][CH2:24][CH:23]([C:26]([O:28][CH2:29][CH3:30])=[O:27])[CH2:22]4)=[N:10][C:11]=3[C:16]=2[F:17])=[CH:39][CH:40]=1.